Dataset: Full USPTO retrosynthesis dataset with 1.9M reactions from patents (1976-2016). Task: Predict the reactants needed to synthesize the given product. (1) Given the product [Cl:1][C:2]1[CH:7]=[C:6]([Cl:8])[CH:5]=[CH:4][C:3]=1[NH:9][C:10]1[CH:11]=[C:12]([C:18]([F:21])([F:20])[F:19])[C:13]([CH2:16][NH:28][CH2:27][C:26]2[CH:29]=[CH:30][C:23]([F:22])=[CH:24][CH:25]=2)=[CH:14][N:15]=1, predict the reactants needed to synthesize it. The reactants are: [Cl:1][C:2]1[CH:7]=[C:6]([Cl:8])[CH:5]=[CH:4][C:3]=1[NH:9][C:10]1[N:15]=[CH:14][C:13]([CH:16]=O)=[C:12]([C:18]([F:21])([F:20])[F:19])[CH:11]=1.[F:22][C:23]1[CH:30]=[CH:29][C:26]([CH2:27][NH2:28])=[CH:25][CH:24]=1.C([BH3-])#N.[Na+].C(O)(=O)C. (2) Given the product [OH:11][C:9]1[N:8]([C@H:12]([C:14]2[CH:19]=[CH:18][CH:17]=[CH:16][CH:15]=2)[CH3:13])[C:6]2=[N:7][C:2]([C:32](=[O:34])[CH3:33])=[CH:3][N:4]=[C:5]2[N:10]=1, predict the reactants needed to synthesize it. The reactants are: Br[C:2]1[N:7]=[C:6]2[N:8]([C@H:12]([C:14]3[CH:19]=[CH:18][CH:17]=[CH:16][CH:15]=3)[CH3:13])[C:9]([OH:11])=[N:10][C:5]2=[N:4][CH:3]=1.C(N(CC)CC)C.C([Sn](CCCC)(CCCC)[C:32]([O:34]CC)=[CH2:33])CCC.